From a dataset of Forward reaction prediction with 1.9M reactions from USPTO patents (1976-2016). Predict the product of the given reaction. (1) Given the reactants Br[C:2]1[CH:10]=[C:9]([C:11]([F:14])([F:13])[F:12])[CH:8]=[C:7]2[C:3]=1[CH:4]=[N:5][NH:6]2.[CH3:15][O:16][C:17]1[CH:22]=[CH:21][C:20]([CH2:23][C:24]([O:26][CH3:27])=[O:25])=[CH:19][C:18]=1B1OC(C)(C)C(C)(C)O1, predict the reaction product. The product is: [CH3:15][O:16][C:17]1[CH:18]=[CH:19][C:20]([CH2:23][C:24]([O:26][CH3:27])=[O:25])=[CH:21][C:22]=1[C:2]1[CH:10]=[C:9]([C:11]([F:14])([F:13])[F:12])[CH:8]=[C:7]2[C:3]=1[CH:4]=[N:5][NH:6]2. (2) Given the reactants [F:1][C:2]1[CH:7]=[C:6]([O:8][C:9]2[C:14]3[N:15]=[CH:16][C:17](=[O:19])[NH:18][C:13]=3[N:12]=[CH:11][CH:10]=2)[CH:5]=[CH:4][C:3]=1[NH:20][C:21](=[O:29])OC1C=CC=CC=1.[C:30]([C:34]1[CH:38]=[C:37]([NH2:39])[N:36]([C:40]2[CH:41]=[N:42][C:43]([CH3:46])=[CH:44][CH:45]=2)[N:35]=1)([CH3:33])([CH3:32])[CH3:31], predict the reaction product. The product is: [C:30]([C:34]1[CH:38]=[C:37]([NH:39][C:21]([NH:20][C:3]2[CH:4]=[CH:5][C:6]([O:8][C:9]3[C:14]4[N:15]=[CH:16][C:17](=[O:19])[NH:18][C:13]=4[N:12]=[CH:11][CH:10]=3)=[CH:7][C:2]=2[F:1])=[O:29])[N:36]([C:40]2[CH:41]=[N:42][C:43]([CH3:46])=[CH:44][CH:45]=2)[N:35]=1)([CH3:33])([CH3:32])[CH3:31]. (3) Given the reactants [CH3:1][O:2][C:3]1[CH:18]=[CH:17][CH:16]=[CH:15][C:4]=1[O:5][C:6]1[CH:14]=[CH:13][CH:12]=[CH:11][C:7]=1[C:8]([OH:10])=O.FC(F)(F)C(OC(=O)C(F)(F)F)=O.B(F)(F)F.CCOCC.O, predict the reaction product. The product is: [CH3:1][O:2][C:3]1[C:4]2[O:5][C:6]3[C:7](=[CH:11][CH:12]=[CH:13][CH:14]=3)[C:8](=[O:10])[C:15]=2[CH:16]=[CH:17][CH:18]=1. (4) Given the reactants [CH3:1][C@H:2]([NH:5]C(OCC1C2C(=CC=CC=2)C2C1=CC=CC=2)=O)[CH:3]=[O:4].[NH2:23][C:24]1[CH:32]=[CH:31][C:27]([C:28]([OH:30])=O)=[CH:26][CH:25]=1.CN(C([O:40]N1N=NC2C=CC=CC1=2)=[N+](C)C)C.[B-](F)(F)(F)F.C1C=CC2N(O)N=NC=2C=1.CCN(C(C)C)C(C)C, predict the reaction product. The product is: [NH2:23][C:24]1[CH:25]=[CH:26][C:27]([C:28]([NH:5][C@H:2]([C:3]([OH:40])=[O:4])[CH3:1])=[O:30])=[CH:31][CH:32]=1. (5) Given the reactants [Cl:1][C:2]1[N:10]=[C:9]([CH3:11])[CH:8]=[CH:7][C:3]=1[C:4]([OH:6])=O.C(Cl)(=O)C(Cl)=O.[F:18][C:19]1[CH:24]=[C:23]([F:25])[CH:22]=[CH:21][C:20]=1[NH2:26].C(N(CC)CC)C, predict the reaction product. The product is: [Cl:1][C:2]1[N:10]=[C:9]([CH3:11])[CH:8]=[CH:7][C:3]=1[C:4]([NH:26][C:20]1[CH:21]=[CH:22][C:23]([F:25])=[CH:24][C:19]=1[F:18])=[O:6]. (6) Given the reactants [OH-].[Na+].[Br:3][C:4]1[CH:5]=[C:6]2[C:11]3=[C:12]([CH2:14][CH2:15][CH2:16][N:10]3[CH:9]=[C:8]([C:17]([O:19]CC)=[O:18])[C:7]2=[O:22])[CH:13]=1, predict the reaction product. The product is: [Br:3][C:4]1[CH:5]=[C:6]2[C:11]3=[C:12]([CH2:14][CH2:15][CH2:16][N:10]3[CH:9]=[C:8]([C:17]([OH:19])=[O:18])[C:7]2=[O:22])[CH:13]=1.